This data is from Peptide-MHC class II binding affinity with 134,281 pairs from IEDB. The task is: Regression. Given a peptide amino acid sequence and an MHC pseudo amino acid sequence, predict their binding affinity value. This is MHC class II binding data. (1) The peptide sequence is GELEFEEFVSLASRF. The MHC is HLA-DQA10102-DQB10502 with pseudo-sequence HLA-DQA10102-DQB10502. The binding affinity (normalized) is 0.0573. (2) The peptide sequence is KCPSTGEAHLAEENE. The MHC is DRB1_0901 with pseudo-sequence DRB1_0901. The binding affinity (normalized) is 0. (3) The peptide sequence is PEVKYTVFETALKKAITAMS. The MHC is DRB1_1501 with pseudo-sequence DRB1_1501. The binding affinity (normalized) is 0.435. (4) The peptide sequence is SNMTQRVVIALLVLAKK. The MHC is HLA-DQA10501-DQB10402 with pseudo-sequence HLA-DQA10501-DQB10402. The binding affinity (normalized) is 0.677. (5) The peptide sequence is RGLSSRKRRSHDVLT. The MHC is DRB3_0101 with pseudo-sequence DRB3_0101. The binding affinity (normalized) is 0. (6) The peptide sequence is FVVFLVAAALGGLAA. The MHC is DRB3_0202 with pseudo-sequence DRB3_0202. The binding affinity (normalized) is 0.225.